From a dataset of Full USPTO retrosynthesis dataset with 1.9M reactions from patents (1976-2016). Predict the reactants needed to synthesize the given product. (1) Given the product [F:6][C:7]1[CH:15]=[C:14]2[C:10]([CH:11]=[C:12]([S:1]([O-:3])(=[O:2])=[O:4])[NH:13]2)=[CH:9][CH:8]=1.[Na+:5], predict the reactants needed to synthesize it. The reactants are: [S:1](=[O:4])([OH:3])[O-:2].[Na+:5].[F:6][C:7]1[CH:15]=[C:14]2[C:10]([CH:11]=[CH:12][NH:13]2)=[CH:9][CH:8]=1. (2) Given the product [CH3:16][O:1][C:2]1[CH:11]=[CH:10][C:9]([O:22][CH3:21])=[C:8]2[C:3]=1[CH2:4][CH:5]=[C:6]([CH3:13])[CH2:7]2, predict the reactants needed to synthesize it. The reactants are: [OH:1][C:2]1[CH:11]=[CH:10][C:9](O)=[C:8]2[C:3]=1[CH2:4][CH:5]=[C:6]([CH3:13])[CH2:7]2.[H-].[Na+].[CH3:16]I.CN([CH:21]=[O:22])C.